From a dataset of Full USPTO retrosynthesis dataset with 1.9M reactions from patents (1976-2016). Predict the reactants needed to synthesize the given product. (1) Given the product [Cl:19][C:16]1[CH:17]=[CH:18][C:13]([C:5]2[N:6]=[C:7]3[CH:12]=[CH:11][CH:10]=[CH:9][N:8]3[C:4]=2[CH2:3][N:24]2[CH:25]=[CH:26][C:21]([CH3:20])=[N:22][C:23]2=[O:27])=[CH:14][CH:15]=1, predict the reactants needed to synthesize it. The reactants are: Cl.Cl[CH2:3][C:4]1[N:8]2[CH:9]=[CH:10][CH:11]=[CH:12][C:7]2=[N:6][C:5]=1[C:13]1[CH:18]=[CH:17][C:16]([Cl:19])=[CH:15][CH:14]=1.[CH3:20][C:21]1[CH:26]=[CH:25][NH:24][C:23](=[O:27])[N:22]=1. (2) Given the product [Cl:17][C:10]1[N:9]=[C:8]([CH3:14])[C:7]2[C:12](=[C:3]([O:2][CH3:1])[CH:4]=[CH:5][CH:6]=2)[N:11]=1, predict the reactants needed to synthesize it. The reactants are: [CH3:1][O:2][C:3]1[CH:4]=[CH:5][CH:6]=[C:7]2[C:12]=1[N:11]=[C:10](O)[N:9]=[C:8]2[CH3:14].O=P(Cl)(Cl)[Cl:17]. (3) Given the product [F:1][C:2]1[CH:7]=[CH:6][C:5]([C:8]2[O:9][CH:10]=[C:11]([CH:13]3[CH2:18][CH2:17][N:16]([S:29]([CH3:28])(=[O:31])=[O:30])[CH2:15][CH2:14]3)[N:12]=2)=[CH:4][CH:3]=1, predict the reactants needed to synthesize it. The reactants are: [F:1][C:2]1[CH:7]=[CH:6][C:5]([C:8]2[O:9][CH:10]=[C:11]([CH:13]3[CH2:18][CH2:17][NH:16][CH2:15][CH2:14]3)[N:12]=2)=[CH:4][CH:3]=1.CCN(C(C)C)C(C)C.[CH3:28][S:29](Cl)(=[O:31])=[O:30].O. (4) Given the product [F:1][C:2]1[CH:3]=[CH:4][C:5]([CH3:38])=[C:6]([CH:37]=1)[O:7][C:8]1[C:9]([C:25]([NH2:27])=[O:26])=[C:10]([NH:16][C:17]2[CH:22]=[CH:21][C:20]([I:23])=[CH:19][C:18]=2[F:24])[N:11]([CH3:15])[C:12](=[O:14])[CH:13]=1, predict the reactants needed to synthesize it. The reactants are: [F:1][C:2]1[CH:3]=[CH:4][C:5]([CH3:38])=[C:6]([CH:37]=1)[O:7][C:8]1[C:9]([C:25]([NH:27]CC2C=CC(OC)=CC=2)=[O:26])=[C:10]([NH:16][C:17]2[CH:22]=[CH:21][C:20]([I:23])=[CH:19][C:18]=2[F:24])[N:11]([CH3:15])[C:12](=[O:14])[CH:13]=1.[Cl-].[Al+3].[Cl-].[Cl-].ClCCl. (5) The reactants are: [CH2:1]([O:3][C:4]([C:6]1[O:14]C2N=NC=CC=2C=1O)=[O:5])[CH3:2].C(O[C:19](=[O:31])[C:20]1[C:25]([O:26][CH2:27][CH3:28])=[CH:24][C:23]([CH3:29])=[N:22][C:21]=1Cl)C. Given the product [CH2:1]([O:3][C:4]([C:6]1[O:14][C:21]2=[N:22][C:23]([CH3:29])=[CH:24][C:25]([O:26][CH2:27][CH3:28])=[C:20]2[C:19]=1[OH:31])=[O:5])[CH3:2], predict the reactants needed to synthesize it.